From a dataset of Full USPTO retrosynthesis dataset with 1.9M reactions from patents (1976-2016). Predict the reactants needed to synthesize the given product. Given the product [C:50]([O:49][C:48](=[O:54])[NH:47][S:44]([O:27][CH2:26][C@@H:22]1[CH2:21][C@@H:20]([N:17]2[C:13]3[N:14]=[CH:15][N:16]=[C:11]([NH:10][C@H:1]4[C:9]5[C:4](=[CH:5][CH:6]=[CH:7][CH:8]=5)[CH2:3][CH2:2]4)[C:12]=3[CH:19]=[CH:18]2)[CH2:24][C@@H:23]1[OH:25])(=[O:46])=[O:45])([CH3:53])([CH3:51])[CH3:52], predict the reactants needed to synthesize it. The reactants are: [C@H:1]1([NH:10][C:11]2[C:12]3[CH:19]=[CH:18][N:17]([C@H:20]4[CH2:24][C@H:23]([OH:25])[C@H:22]([CH2:26][OH:27])[CH2:21]4)[C:13]=3[N:14]=[CH:15][N:16]=2)[C:9]2[C:4](=[CH:5][CH:6]=[CH:7][CH:8]=2)[CH2:3][CH2:2]1.C(C1C=C(C)C=C(C(C)(C)C)N=1)(C)(C)C.Cl[S:44]([NH:47][C:48](=[O:54])[O:49][C:50]([CH3:53])([CH3:52])[CH3:51])(=[O:46])=[O:45].